This data is from Full USPTO retrosynthesis dataset with 1.9M reactions from patents (1976-2016). The task is: Predict the reactants needed to synthesize the given product. (1) Given the product [O:15]=[C:16]([OH:28])[C@@H:17]([C@H:19]([C@H:21]([C@@H:23]([C:25]([OH:27])=[O:26])[OH:24])[OH:22])[OH:20])[OH:18].[CH:1]1([NH:4][CH2:5][CH2:6][CH2:7][O:8][C:9]2[CH:10]=[N:11][CH:12]=[CH:13][CH:14]=2)[CH2:2][CH2:3]1.[CH:1]1([NH:4][CH2:5][CH2:6][CH2:7][O:8][C:9]2[CH:10]=[N:11][CH:12]=[CH:13][CH:14]=2)[CH2:2][CH2:3]1, predict the reactants needed to synthesize it. The reactants are: [CH:1]1([NH:4][CH2:5][CH2:6][CH2:7][O:8][C:9]2[CH:10]=[N:11][CH:12]=[CH:13][CH:14]=2)[CH2:3][CH2:2]1.[O:15]=[C:16]([OH:28])[C@@H:17]([C@H:19]([C@H:21]([C@@H:23]([C:25]([OH:27])=[O:26])[OH:24])[OH:22])[OH:20])[OH:18].O. (2) Given the product [Cl:26][C:27]1[CH:34]=[CH:33][C:30]([CH2:31][S:1][C:2]2[C:6]([C:7]([NH2:9])=[O:8])=[C:5]([NH:10][C:11]3[CH:12]=[N:13][CH:14]=[CH:15][CH:16]=3)[S:4][N:3]=2)=[CH:29][CH:28]=1, predict the reactants needed to synthesize it. The reactants are: [SH:1][C:2]1[C:6]([C:7]([NH2:9])=[O:8])=[C:5]([NH:10][C:11]2[CH:12]=[N:13][CH:14]=[CH:15][CH:16]=2)[S:4][N:3]=1.CCN(C(C)C)C(C)C.[Cl:26][C:27]1[CH:34]=[CH:33][C:30]([CH2:31]Cl)=[CH:29][CH:28]=1.O. (3) Given the product [CH3:1][O:2][C:3]1[CH:8]=[CH:7][C:6]([C:9]([C:35]2[CH:40]=[CH:39][C:38]([O:41][CH3:42])=[CH:37][CH:36]=2)([C:29]2[CH:34]=[CH:33][CH:32]=[CH:31][CH:30]=2)[NH:10][C:11]2[CH2:12][O:13][CH2:14][C:15]([F:28])([F:27])[C@:16]([C:19]3[CH:24]=[C:23]([N:56]=[C:43]([C:44]4[CH:49]=[CH:48][CH:47]=[CH:46][CH:45]=4)[C:50]4[CH:55]=[CH:54][CH:53]=[CH:52][CH:51]=4)[CH:22]=[CH:21][C:20]=3[F:26])([CH3:18])[N:17]=2)=[CH:5][CH:4]=1, predict the reactants needed to synthesize it. The reactants are: [CH3:1][O:2][C:3]1[CH:8]=[CH:7][C:6]([C:9]([C:35]2[CH:40]=[CH:39][C:38]([O:41][CH3:42])=[CH:37][CH:36]=2)([C:29]2[CH:34]=[CH:33][CH:32]=[CH:31][CH:30]=2)[NH:10][C:11]2[CH2:12][O:13][CH2:14][C:15]([F:28])([F:27])[C@:16]([C:19]3[CH:24]=[C:23](Br)[CH:22]=[CH:21][C:20]=3[F:26])([CH3:18])[N:17]=2)=[CH:5][CH:4]=1.[C:43](=[NH:56])([C:50]1[CH:55]=[CH:54][CH:53]=[CH:52][CH:51]=1)[C:44]1[CH:49]=[CH:48][CH:47]=[CH:46][CH:45]=1.CC(C)([O-])C.[Na+].C(P(C(C)(C)C)C1C=CC=CC=1C1C(C(C)C)=CC(C(C)C)=CC=1C(C)C)(C)(C)C. (4) Given the product [Cl:9][C:10]1[CH:18]=[CH:17][C:16]2[C:12](=[CH:13][N:14]([CH3:19])[N:15]=2)[C:11]=1[CH:20]1[CH2:4][CH:21]1[C:22]([O:24][CH2:25][CH3:26])=[O:23], predict the reactants needed to synthesize it. The reactants are: [H-].[Na+].[I-].[CH3:4][S+](C)(C)=O.[Cl:9][C:10]1[CH:18]=[CH:17][C:16]2[C:12](=[CH:13][N:14]([CH3:19])[N:15]=2)[C:11]=1/[CH:20]=[CH:21]/[C:22]([O:24][CH2:25][CH3:26])=[O:23].O. (5) Given the product [Br:15][C:16]1[N:17]=[CH:18][C:19]([NH:1][C:2]2[CH:11]=[CH:10][C:9]([CH:12]3[CH2:14][CH2:13]3)=[CH:8][C:3]=2[C:4]([O:6][CH3:7])=[O:5])=[CH:20][CH:21]=1, predict the reactants needed to synthesize it. The reactants are: [NH2:1][C:2]1[CH:11]=[CH:10][C:9]([CH:12]2[CH2:14][CH2:13]2)=[CH:8][C:3]=1[C:4]([O:6][CH3:7])=[O:5].[Br:15][C:16]1[CH:21]=[CH:20][C:19](I)=[CH:18][N:17]=1.C([O-])([O-])=O.[Cs+].[Cs+]. (6) Given the product [F:7][C:8]1[CH:13]=[CH:12][CH:11]=[CH:10][C:9]=1[CH2:14][C:15]([OH:23])([OH:24])[CH:16]([CH3:22])[CH2:17][OH:19], predict the reactants needed to synthesize it. The reactants are: [H-].[Al+3].[Li+].[H-].[H-].[H-].[F:7][C:8]1[CH:13]=[CH:12][CH:11]=[CH:10][C:9]=1[CH2:14][CH:15]([OH:23])[CH:16]([CH3:22])[C:17]([O:19]CC)=O.[OH2:24].[OH-].[Na+].